This data is from Reaction yield outcomes from USPTO patents with 853,638 reactions. The task is: Predict the reaction yield, written as a fraction of the theoretical maximum amount of product (1.0 means a 100% yield; for example, 0.34 means a 34% yield). (1) The reactants are [Br:1][CH:2]([CH2:6][C:7]([OH:9])=[O:8])[C:3]([OH:5])=[O:4].ClC(CC(O)=O)C(O)=O. No catalyst specified. The product is [CH2:6]([C:7]([OH:9])=[O:8])[C@H:2]([Br:1])[C:3]([OH:5])=[O:4]. The yield is 0.880. (2) The reactants are [CH2:1]([O:3][C:4]1[C:8]([CH2:9][CH2:10][CH2:11][OH:12])=[CH:7][N:6]([C:13]2[CH:18]=[CH:17][C:16]([C:19]([F:22])([F:21])[F:20])=[CH:15][N:14]=2)[N:5]=1)[CH3:2].[F:23][C:24]1[C:29](O)=[CH:28][CH:27]=[CH:26][C:25]=1[CH2:31][C:32]([O:34]C)=[O:33].C(P(CCCC)CCCC)CCC.N(C(N1CCCCC1)=O)=NC(N1CCCCC1)=O. The catalyst is O1CCCC1. The product is [CH2:1]([O:3][C:4]1[C:8]([CH2:9][CH2:10][CH2:11][O:12][C:29]2[C:24]([F:23])=[C:25]([CH2:31][C:32]([OH:34])=[O:33])[CH:26]=[CH:27][CH:28]=2)=[CH:7][N:6]([C:13]2[CH:18]=[CH:17][C:16]([C:19]([F:21])([F:20])[F:22])=[CH:15][N:14]=2)[N:5]=1)[CH3:2]. The yield is 0.760.